The task is: Binary Classification. Given a miRNA mature sequence and a target amino acid sequence, predict their likelihood of interaction.. This data is from Experimentally validated miRNA-target interactions with 360,000+ pairs, plus equal number of negative samples. (1) The miRNA is hsa-miR-369-3p with sequence AAUAAUACAUGGUUGAUCUUU. The protein sequence of the target gene is MLSPNDKMLGKLDPFYQPSVSKQKTSAEIISEARNALRTVRTQRPFTPQEAQRKLFGPASSRTSENRPPSSFSLHASSFESSDSRPISGTRLSPLELKPKVPASPTREEDSCFSFPKPPVDPAKIRRVSNARARLFRAASQRALLPDRSLPPSDSKKTVESKETVMMGDSMVKINGIYLTKSNAICHLKSHPLQLTDDGGFSEIKEQEMFKGTTSLPSHLKNGGDQGKRHARASSCPSSSDLSRLQTKAVPKADLQEEDAEIEVDEVFWNTRIVPILRELEKEENIETVCAACTQLHHAL.... Result: 0 (no interaction). (2) The miRNA is hsa-miR-4716-3p with sequence AAGGGGGAAGGAAACAUGGAGA. The protein sequence of the target gene is MAELKVEAPASVDWQKRCLTLETQLFRFRLQASKIRELLADKMQELEQRLLEAEQRAENAETQVGVMEEKVKLSNLKNVDSEGSLHRKYQELLKAIKGKDELISQLEAQLEKQKQMRAEEAKTVQEKAAKIKEWVTLKLAKLEMENQHLKSHNQRLVEQVGSLQDALEAIQIAPSRKLLVPPYGAAEQDSVPSEPGIQPMGQDSGSQAQGLKAAVLAPSPGALQSKDSVSEAASPLEDSSSSTVHSGETVEAKPLQPHLGRESPPHQPCMKLLTFRCSSASWGEGLVTAQRGMLPGTKTS.... Result: 0 (no interaction). (3) The miRNA is hsa-miR-494-5p with sequence AGGUUGUCCGUGUUGUCUUCUCU. The protein sequence of the target gene is MLLKEYRICMPLTVDEYKIGQLYMISKHSHEQSDRGEGVEVVQNEPFEDPHHGNGQFTEKRVYLNSKLPSWARAVVPKIFYVTEKAWNYYPYTITEYTCSFLPKFSIHIETKYEDNKGSNDSIFDSEAKDLEREVCFIDIACDEIPERYYKESEDPKHFKSEKTGRGQLREGWRDNHQPIMCSYKLVTVKFEVWGLQTRVEQFVHKVVRDILLIGHRQAFAWVDEWYDMTMDEVREFERATQEATNKKIGVFPPAISISSIALLPSSVRSAPSSAPSTPLSTDAPEFLSIPKDRPRKKSA.... Result: 0 (no interaction). (4) The miRNA is hsa-miR-3192-5p with sequence UCUGGGAGGUUGUAGCAGUGGAA. The protein sequence of the target gene is MRLGLLSVALLFVGSSHLYSDHYSPSGRHRLGPSPEPAASSQQAEAVRKRLRRRREGGAHAEDCGTAPLKDVLQGSRIIGGTEAQAGAWPWVVSLQIKYGRVLVHVCGGTLVRERWVLTAAHCTKDASDPLMWTAVIGTNNIHGRYPHTKKIKIKAIIIHPNFILESYVNDIALFHLKKAVRYNDYIQPICLPFDVFQILDGNTKCFISGWGRTKEEGNATNILQDAEVHYISREMCNSERSYGGIIPNTSFCAGDEDGAFDTCRGDSGGPLMCYLPEYKRFFVMGITSYGHGCGRRGFP.... Result: 1 (interaction).